Task: Predict which catalyst facilitates the given reaction.. Dataset: Catalyst prediction with 721,799 reactions and 888 catalyst types from USPTO (1) Reactant: [NH2:1][CH2:2][CH2:3][NH:4][C:5](=[O:11])[O:6][C:7]([CH3:10])([CH3:9])[CH3:8].[C:12]1([N:18]=[C:19]=[S:20])[CH:17]=[CH:16][CH:15]=[CH:14][CH:13]=1. Product: [NH:18]([C:19]([NH:1][CH2:2][CH2:3][NH:4][C:5](=[O:11])[O:6][C:7]([CH3:8])([CH3:10])[CH3:9])=[S:20])[C:12]1[CH:17]=[CH:16][CH:15]=[CH:14][CH:13]=1. The catalyst class is: 8. (2) Reactant: [F:1][C:2]1[CH:10]=[CH:9][CH:8]=[CH:7][C:3]=1[CH2:4][NH:5][NH2:6].Cl.Cl[CH:13](OCC)[C:14]([O:16][CH2:17][CH3:18])=[O:15].[OH-].[Na+]. Product: [F:1][C:2]1[CH:10]=[CH:9][CH:8]=[CH:7][C:3]=1[CH2:4][NH:5]/[N:6]=[CH:13]/[C:14]([O:16][CH2:17][CH3:18])=[O:15]. The catalyst class is: 127. (3) Reactant: [C:1]([C:4]1[C:22](=[O:23])[C@@:8]2([CH3:24])[C:9]3[C:15]([OH:16])=[CH:14][C:13]([O:17][CH3:18])=[C:12]([C:19]([NH2:21])=[O:20])[C:10]=3[O:11][C:7]2=[CH:6][C:5]=1[OH:25])(=[O:3])[CH3:2].[CH3:26][O:27][C:28]1[CH:29]=[C:30](C=O)[C:31]2[C:36]([CH:37]=1)=[CH:35][CH:34]=[CH:33][CH:32]=2.[CH2:40]([SiH](CC)CC)C.FC(F)(F)C(O)=O. Product: [C:1]([C:4]1[C:22](=[O:23])[C@@:8]2([CH3:24])[C:9]3[C:15]([OH:16])=[CH:14][C:13]([O:17][CH3:18])=[C:12]([C:19]([NH:21][CH2:40][C:37]4[C:36]5[C:31](=[CH:32][CH:33]=[CH:34][CH:35]=5)[CH:30]=[CH:29][C:28]=4[O:27][CH3:26])=[O:20])[C:10]=3[O:11][C:7]2=[CH:6][C:5]=1[OH:25])(=[O:3])[CH3:2]. The catalyst class is: 10. (4) Reactant: [Cl:1][C:2]1[CH:3]=[CH:4][C:5]([N+:9]([O-:11])=[O:10])=[C:6]([CH:8]=1)[NH2:7].C(=O)([O-])[O-].[Cs+].[Cs+].Cl[C:19]1[CH:26]=[CH:25][C:22]([C:23]#[N:24])=[CH:21][N:20]=1. Product: [Cl:1][C:2]1[CH:3]=[CH:4][C:5]([N+:9]([O-:11])=[O:10])=[C:6]([NH:7][C:19]2[CH:26]=[CH:25][C:22]([C:23]#[N:24])=[CH:21][N:20]=2)[CH:8]=1. The catalyst class is: 80. (5) Reactant: [CH3:1][N:2]([CH2:4][CH2:5][N:6]1[C:20](=[O:21])[C:15]2=[CH:16][C:17]([NH2:19])=[CH:18][C:13]3[C:14]2=[C:9]([CH:10]=[CH:11][CH:12]=3)[C:7]1=[O:8])[CH3:3].[Cl:22][CH2:23][CH2:24][CH2:25][C:26](Cl)=[O:27]. Product: [Cl:22][CH2:23][CH2:24][CH2:25][C:26]([NH:19][C:17]1[CH:18]=[C:13]2[CH:12]=[CH:11][CH:10]=[C:9]3[C:14]2=[C:15]([CH:16]=1)[C:20](=[O:21])[N:6]([CH2:5][CH2:4][N:2]([CH3:1])[CH3:3])[C:7]3=[O:8])=[O:27]. The catalyst class is: 10. (6) Reactant: [OH:1][CH2:2][C:3]1[N:7]([CH2:8][CH2:9][CH2:10][C:11]#[N:12])[C:6]2[CH:13]=[CH:14][CH:15]=[CH:16][C:5]=2[N:4]=1.Cl.[NH2:18][OH:19].C(=O)([O-])[O-].[K+].[K+]. Product: [OH:19][NH:18][C:11](=[NH:12])[CH2:10][CH2:9][CH2:8][N:7]1[C:6]2[CH:13]=[CH:14][CH:15]=[CH:16][C:5]=2[N:4]=[C:3]1[CH2:2][OH:1]. The catalyst class is: 40. (7) Reactant: CN(C)S([N:6]1[CH:10]=[CH:9][N:8]=[CH:7]1)(=O)=O.C([Li])CCC.[Si](Cl)(C(C)(C)C)(C)C.[C:25]1(=O)[C:33]2[C:28](=[CH:29][CH:30]=[CH:31][CH:32]=2)[CH2:27][CH2:26]1. Product: [C:27]1([C:10]2[N:6]=[CH:7][NH:8][CH:9]=2)[C:28]2[C:33](=[CH:32][CH:31]=[CH:30][CH:29]=2)[CH2:25][CH:26]=1. The catalyst class is: 188.